From a dataset of Forward reaction prediction with 1.9M reactions from USPTO patents (1976-2016). Predict the product of the given reaction. (1) Given the reactants [F:1][C:2]1[CH:9]=[CH:8][C:5]([CH:6]=O)=[CH:4][CH:3]=1.[CH3:10][O:11][C:12](=[O:18])[CH2:13][C@@H:14]([NH2:17])[CH2:15][CH3:16].C([BH3-])#N.[Na+].C([O-])(O)=O.[Na+], predict the reaction product. The product is: [CH3:10][O:11][C:12](=[O:18])[CH2:13][C@@H:14]([NH:17][CH2:6][C:5]1[CH:8]=[CH:9][C:2]([F:1])=[CH:3][CH:4]=1)[CH2:15][CH3:16]. (2) Given the reactants C([O:5][C:6](=[O:16])[CH2:7][C@@H:8]([CH2:12][CH2:13][CH2:14][CH3:15])[C:9]([OH:11])=O)(C)(C)C.[NH:17]1[CH2:21][CH2:20][CH2:19][C@H:18]1[C:22]1[NH:26][C:25]2[CH:27]=[CH:28][CH:29]=[CH:30][C:24]=2[N:23]=1, predict the reaction product. The product is: [NH:23]1[C:24]2[CH:30]=[CH:29][CH:28]=[CH:27][C:25]=2[N:26]=[C:22]1[C@@H:18]1[CH2:19][CH2:20][CH2:21][N:17]1[C:9]([C@H:8]([CH2:12][CH2:13][CH2:14][CH3:15])[CH2:7][C:6]([OH:5])=[O:16])=[O:11]. (3) The product is: [F:37][C:2]([F:1])([F:36])[CH2:3][N:4]1[C:10]2[CH:11]=[CH:12][CH:13]=[CH:14][C:9]=2[CH2:8][CH2:7][C@@H:6]([NH:15][C:16]([C:17]2[CH:18]=[CH:19][CH:20]=[CH:21][CH:22]=2)([C:29]2[CH:34]=[CH:33][CH:32]=[CH:31][CH:30]=2)[C:23]2[CH:28]=[CH:27][CH:26]=[CH:25][CH:24]=2)[CH2:5]1. Given the reactants [F:1][C:2]([F:37])([F:36])[CH2:3][N:4]1[C:10]2[CH:11]=[CH:12][CH:13]=[CH:14][C:9]=2[CH2:8][CH2:7][C@@H:6]([NH:15][C:16]([C:29]2[CH:34]=[CH:33][CH:32]=[CH:31][CH:30]=2)([C:23]2[CH:28]=[CH:27][CH:26]=[CH:25][CH:24]=2)[C:17]2[CH:22]=[CH:21][CH:20]=[CH:19][CH:18]=2)[C:5]1=O.[H-].[Al+3].[Li+].[H-].[H-].[H-], predict the reaction product. (4) Given the reactants [S:1]1[C:5]2[CH:6]=[CH:7][CH:8]=[CH:9][C:4]=2[N:3]=[C:2]1[N:10]1[C:14](=[O:15])[C:13](=[CH:16][N:17](C)C)[C:12]([C:20]2[S:21][CH:22]=[CH:23][C:24]=2[Br:25])=[N:11]1, predict the reaction product. The product is: [NH2:17][CH:16]=[C:13]1[C:12]([C:20]2[S:21][CH:22]=[CH:23][C:24]=2[Br:25])=[N:11][N:10]([C:2]2[S:1][C:5]3[CH:6]=[CH:7][CH:8]=[CH:9][C:4]=3[N:3]=2)[C:14]1=[O:15]. (5) Given the reactants [F:1][C:2]([F:16])([F:15])[C:3]1[CH:14]=[CH:13][C:6]2[S:7][C:8]([C:10](O)=[O:11])=[CH:9][C:5]=2[CH:4]=1.[CH3:17][NH2:18], predict the reaction product. The product is: [CH3:17][NH:18][C:10]([C:8]1[S:7][C:6]2[CH:13]=[CH:14][C:3]([C:2]([F:16])([F:15])[F:1])=[CH:4][C:5]=2[CH:9]=1)=[O:11].